This data is from Catalyst prediction with 721,799 reactions and 888 catalyst types from USPTO. The task is: Predict which catalyst facilitates the given reaction. (1) Reactant: [CH3:1][O:2][C:3](=[O:33])[C@H:4]([CH2:23][C:24]1[CH:29]=[CH:28][C:27]([N+:30]([O-:32])=[O:31])=[CH:26][CH:25]=1)[NH:5][C:6]([C:8]1([CH2:13][CH2:14][NH:15][C:16]([O:18][C:19]([CH3:22])([CH3:21])[CH3:20])=[O:17])[CH2:12][CH2:11][CH2:10][CH2:9]1)=O.COC1C=CC(P2(SP(C3C=CC(OC)=CC=3)(=S)S2)=[S:43])=CC=1. Product: [CH3:1][O:2][C:3](=[O:33])[C@H:4]([CH2:23][C:24]1[CH:29]=[CH:28][C:27]([N+:30]([O-:32])=[O:31])=[CH:26][CH:25]=1)[NH:5][C:6]([C:8]1([CH2:13][CH2:14][NH:15][C:16]([O:18][C:19]([CH3:22])([CH3:21])[CH3:20])=[O:17])[CH2:12][CH2:11][CH2:10][CH2:9]1)=[S:43]. The catalyst class is: 857. (2) Reactant: Cl.[Br:2][C:3]1[CH:10]=[CH:9][C:6]([CH2:7][NH2:8])=[CH:5][CH:4]=1.Br[CH2:12][C:13]1[CH:18]=[CH:17][C:16]([CH2:19][C:20]([OH:22])=O)=[CH:15][CH:14]=1.ON1C2C=[CH:30][CH:31]=[CH:32][C:27]=2[N:26]=N1.C(N(CC)CC)C.Cl.C(N=C=NCCCN(C)C)C.N1CCCC1.C(=O)([O-])[O-].[K+].[K+]. Product: [Br:2][C:3]1[CH:10]=[CH:9][C:6]([CH2:7][NH:8][C:20](=[O:22])[CH2:19][C:16]2[CH:15]=[CH:14][C:13]([CH2:12][N:26]3[CH2:27][CH2:32][CH2:31][CH2:30]3)=[CH:18][CH:17]=2)=[CH:5][CH:4]=1. The catalyst class is: 42.